From a dataset of Forward reaction prediction with 1.9M reactions from USPTO patents (1976-2016). Predict the product of the given reaction. Given the reactants C([O:3][C:4](=[O:32])[C:5]([NH:7][C:8]1[CH:13]=[C:12]([Cl:14])[C:11]([O:15][C:16]2[CH:21]=[CH:20][C:19]([OH:22])=[C:18]([S:23]([N:26]3[CH2:30][CH2:29][CH2:28][CH2:27]3)(=[O:25])=[O:24])[CH:17]=2)=[C:10]([Cl:31])[CH:9]=1)=[O:6])C.Cl, predict the reaction product. The product is: [Cl:14][C:12]1[CH:13]=[C:8]([NH:7][C:5](=[O:6])[C:4]([OH:32])=[O:3])[CH:9]=[C:10]([Cl:31])[C:11]=1[O:15][C:16]1[CH:21]=[CH:20][C:19]([OH:22])=[C:18]([S:23]([N:26]2[CH2:30][CH2:29][CH2:28][CH2:27]2)(=[O:25])=[O:24])[CH:17]=1.